Dataset: Catalyst prediction with 721,799 reactions and 888 catalyst types from USPTO. Task: Predict which catalyst facilitates the given reaction. (1) Reactant: [CH2:1]([O:3][C:4]([C:6]1[C:10]([CH3:11])=[CH:9][NH:8][C:7]=1[CH2:12][C:13](=O)[NH:14][CH2:15][CH2:16][N:17]1[CH2:21][CH2:20][CH2:19][CH2:18]1)=[O:5])[CH3:2].B.O1CCCC1.Cl.[OH-].[Na+]. Product: [CH2:1]([O:3][C:4]([C:6]1[C:10]([CH3:11])=[CH:9][NH:8][C:7]=1[CH2:12][CH2:13][NH:14][CH2:15][CH2:16][N:17]1[CH2:18][CH2:19][CH2:20][CH2:21]1)=[O:5])[CH3:2]. The catalyst class is: 30. (2) Reactant: [I:1][C:2]1[CH:7]=[CH:6][C:5]([O:8][CH3:9])=[CH:4][C:3]=1[S:10][C:11]1[NH:12][C:13]2[CH:18]=[CH:17][N:16]=[C:15]([NH2:19])[C:14]=2[N:20]=1.Br[CH2:22][CH2:23][CH2:24][C:25]#[N:26].C([O-])([O-])=O.[Cs+].[Cs+]. Product: [NH2:19][C:15]1[C:14]2[N:20]=[C:11]([S:10][C:3]3[CH:4]=[C:5]([O:8][CH3:9])[CH:6]=[CH:7][C:2]=3[I:1])[N:12]([CH2:22][CH2:23][CH2:24][C:25]#[N:26])[C:13]=2[CH:18]=[CH:17][N:16]=1. The catalyst class is: 3. (3) Reactant: [NH2:1][C:2]1[S:3][C:4]2[N:5]=[C:6]([NH:11][C:12]3[CH:13]=[C:14]([NH:18][C:19](=[O:31])[C:20]4[CH:25]=[CH:24][CH:23]=[C:22]([C:26]([C:29]#[N:30])([CH3:28])[CH3:27])[CH:21]=4)[CH:15]=[CH:16][CH:17]=3)[N:7]=[CH:8][C:9]=2[N:10]=1.[C:32](Cl)(=[O:34])[CH3:33].C(=O)([O-])O.[Na+]. Product: [C:32]([NH:1][C:2]1[S:3][C:4]2[N:5]=[C:6]([NH:11][C:12]3[CH:13]=[C:14]([NH:18][C:19](=[O:31])[C:20]4[CH:25]=[CH:24][CH:23]=[C:22]([C:26]([C:29]#[N:30])([CH3:27])[CH3:28])[CH:21]=4)[CH:15]=[CH:16][CH:17]=3)[N:7]=[CH:8][C:9]=2[N:10]=1)(=[O:34])[CH3:33]. The catalyst class is: 17. (4) Reactant: [N+:1]([C:4]1[CH:11]=[CH:10][CH:9]=[CH:8][C:5]=1[CH2:6][NH2:7])([O-:3])=[O:2].[C:12]([O-])([O-])=O.[K+].[K+].C[CH:19](Br)[C:20]#[N:21]. Product: [N+:1]([C:4]1[CH:11]=[CH:10][CH:9]=[CH:8][C:5]=1[CH:6]([NH:7][CH2:19][C:20]#[N:21])[CH3:12])([O-:3])=[O:2]. The catalyst class is: 10.